This data is from Forward reaction prediction with 1.9M reactions from USPTO patents (1976-2016). The task is: Predict the product of the given reaction. (1) Given the reactants [I-].[Na+].[In].Br[CH2:5][CH:6]=[C:7]([CH3:9])[CH3:8].[CH3:10][O:11][C:12]([C:14]1[CH:19]=[CH:18][C:17]([C:20]2[CH:25]=[C:24]([O:26][CH3:27])[CH:23]=[CH:22][C:21]=2[F:28])=[C:16]([CH:29]=[O:30])[CH:15]=1)=[O:13], predict the reaction product. The product is: [CH3:10][O:11][C:12]([C:14]1[CH:19]=[CH:18][C:17]([C:20]2[CH:25]=[C:24]([O:26][CH3:27])[CH:23]=[CH:22][C:21]=2[F:28])=[C:16]([CH:29]([OH:30])[C:7]([CH3:9])([CH3:8])[CH:6]=[CH2:5])[CH:15]=1)=[O:13]. (2) Given the reactants [CH2:1]([O:8][C:9]([N:11]1[CH2:16][CH2:15][N:14]([C:17]2[CH:22]=[CH:21][CH:20]=[C:19]([C:23]3[CH:24]=[N:25][N:26]4[C:31]([NH2:32])=[C:30]([C:33]5[CH:38]=[CH:37][C:36]([N+:39]([O-])=O)=[CH:35][CH:34]=5)[CH:29]=[N:28][C:27]=34)[CH:18]=2)[CH2:13][CH2:12]1)=[O:10])[C:2]1[CH:7]=[CH:6][CH:5]=[CH:4][CH:3]=1.O.[Sn](Cl)Cl, predict the reaction product. The product is: [CH2:1]([O:8][C:9]([N:11]1[CH2:16][CH2:15][N:14]([C:17]2[CH:22]=[CH:21][CH:20]=[C:19]([C:23]3[CH:24]=[N:25][N:26]4[C:31]([NH2:32])=[C:30]([C:33]5[CH:38]=[CH:37][C:36]([NH2:39])=[CH:35][CH:34]=5)[CH:29]=[N:28][C:27]=34)[CH:18]=2)[CH2:13][CH2:12]1)=[O:10])[C:2]1[CH:7]=[CH:6][CH:5]=[CH:4][CH:3]=1. (3) Given the reactants [CH3:1][C:2]1[CH:3]=[CH:4][C:5]([C:8](=O)[CH3:9])=[N:6][CH:7]=1.[C:11]([O:15][C:16](=[O:23])[NH:17][CH2:18][CH2:19][CH2:20][CH2:21][NH2:22])([CH3:14])([CH3:13])[CH3:12].[BH-](OC(C)=O)(OC(C)=O)OC(C)=O.[Na+], predict the reaction product. The product is: [C:11]([O:15][C:16](=[O:23])[NH:17][CH2:18][CH2:19][CH2:20][CH2:21][NH:22][CH:8]([C:5]1[CH:4]=[CH:3][C:2]([CH3:1])=[CH:7][N:6]=1)[CH3:9])([CH3:14])([CH3:12])[CH3:13]. (4) The product is: [Cl:1][C:2]1[CH:7]=[CH:6][C:5]([CH:8]=[CH:12][C:13]2[CH:18]=[CH:17][C:16]([OH:19])=[C:15]([O:23][CH3:24])[CH:14]=2)=[CH:4][CH:3]=1. Given the reactants [Cl:1][C:2]1[CH:7]=[CH:6][C:5]([C:8](=[CH:12][C:13]2[CH:18]=[CH:17][C:16]([O:19]C(=O)C)=[C:15]([O:23][CH3:24])[CH:14]=2)C(O)=O)=[CH:4][CH:3]=1.C([O-])(O)=O.[Na+].CC1NC=CN=1, predict the reaction product.